This data is from Full USPTO retrosynthesis dataset with 1.9M reactions from patents (1976-2016). The task is: Predict the reactants needed to synthesize the given product. (1) Given the product [NH2:11][C:5]1[C:6]([C:8]([NH2:10])=[O:9])=[N:7][C:2]([F:1])=[CH:3][CH:4]=1, predict the reactants needed to synthesize it. The reactants are: [F:1][C:2]1[N:7]=[C:6]([C:8]([NH2:10])=[O:9])[C:5]([N+:11]([O-])=O)=[CH:4][CH:3]=1. (2) Given the product [CH3:12][C:4]1[N:3]=[C:2]([NH:18][C:14]2[O:13][CH:17]=[CH:16][N:15]=2)[N:7]=[C:6]([C:8]([O:10][CH3:11])=[O:9])[CH:5]=1, predict the reactants needed to synthesize it. The reactants are: Cl[C:2]1[N:7]=[C:6]([C:8]([O:10][CH3:11])=[O:9])[CH:5]=[C:4]([CH3:12])[N:3]=1.[O:13]1[CH:17]=[CH:16][N:15]=[C:14]1[NH2:18]. (3) The reactants are: [CH2:1]([N:3]([CH2:19][CH3:20])[CH2:4][CH2:5][N:6]1[CH2:11][CH2:10][C:9]2[NH:12][C:13]([CH:16]=O)=[C:14]([CH3:15])[C:8]=2[C:7]1=[O:18])[CH3:2].[NH:21]([C:25]1[CH:26]=[C:27]2[C:31](=[CH:32][CH:33]=1)[NH:30][C:29](=[O:34])[CH2:28]2)[C:22]([CH3:24])=[O:23]. Given the product [CH2:1]([N:3]([CH2:19][CH3:20])[CH2:4][CH2:5][N:6]1[CH2:11][CH2:10][C:9]2[NH:12][C:13]([CH:16]=[C:28]3[C:27]4[C:31](=[CH:32][CH:33]=[C:25]([NH:21][C:22](=[O:23])[CH3:24])[CH:26]=4)[NH:30][C:29]3=[O:34])=[C:14]([CH3:15])[C:8]=2[C:7]1=[O:18])[CH3:2].[C:7]([NH2:6])(=[O:18])[CH3:8], predict the reactants needed to synthesize it. (4) The reactants are: [CH3:1][N:2]([CH2:7][C:8]([C:10]1[CH:15]=[CH:14][C:13]([Cl:16])=[CH:12][CH:11]=1)=O)[C:3]([O:5][CH3:6])=[O:4].C(O)(=O)C.O.[NH2:22][NH2:23]. Given the product [CH3:1][N:2]([CH2:7][C:8](=[N:22][NH2:23])[C:10]1[CH:15]=[CH:14][C:13]([Cl:16])=[CH:12][CH:11]=1)[C:3]([O:5][CH3:6])=[O:4], predict the reactants needed to synthesize it. (5) Given the product [NH2:20][C:18]1[N:17]=[CH:16][N:15]=[C:14]2[N:13]([CH2:21][C@@H:22]3[CH2:26][CH2:25][CH2:24][N:23]3[C:36](=[O:37])[CH2:35][C:33]#[N:34])[N:12]=[C:11]([C:8]3[CH:9]=[CH:10][C:5]([O:4][C:3]4[CH:28]=[CH:29][CH:30]=[C:31]([F:32])[C:2]=4[F:1])=[CH:6][C:7]=3[F:27])[C:19]=12, predict the reactants needed to synthesize it. The reactants are: [F:1][C:2]1[C:31]([F:32])=[CH:30][CH:29]=[CH:28][C:3]=1[O:4][C:5]1[CH:10]=[CH:9][C:8]([C:11]2[C:19]3[C:14](=[N:15][CH:16]=[N:17][C:18]=3[NH2:20])[N:13]([CH2:21][C@@H:22]3[CH2:26][CH2:25][CH2:24][NH:23]3)[N:12]=2)=[C:7]([F:27])[CH:6]=1.[C:33]([CH2:35][C:36](O)=[O:37])#[N:34].CN(C(ON1N=NC2C=CC=NC1=2)=[N+](C)C)C.F[P-](F)(F)(F)(F)F. (6) Given the product [N+:10]([O-:13])([OH:12])=[O:11].[F:1][C:2]1[CH:8]=[C:7]([F:9])[CH:6]=[CH:5][C:3]=1[NH:4][C:15]([NH2:16])=[NH:14], predict the reactants needed to synthesize it. The reactants are: [F:1][C:2]1[CH:8]=[C:7]([F:9])[CH:6]=[CH:5][C:3]=1[NH2:4].[N+:10]([O-:13])([OH:12])=[O:11].[N:14]#[C:15][NH2:16]. (7) Given the product [CH:21]([C:24]1[N:25]([CH2:2][CH2:3][O:4][C:5](=[O:18])[C:6]([CH3:17])([C:8]2[CH:13]=[CH:12][CH:11]=[C:10]([N+:14]([O-:16])=[O:15])[CH:9]=2)[CH3:7])[CH:26]=[CH:27][N:28]=1)([CH3:23])[CH3:22], predict the reactants needed to synthesize it. The reactants are: Br[CH2:2][CH2:3][O:4][C:5](=[O:18])[C:6]([CH3:17])([C:8]1[CH:13]=[CH:12][CH:11]=[C:10]([N+:14]([O-:16])=[O:15])[CH:9]=1)[CH3:7].[I-].[Na+].[CH:21]([C:24]1[NH:25][CH:26]=[CH:27][N:28]=1)([CH3:23])[CH3:22].C(N(CC)CC)C.